The task is: Predict the product of the given reaction.. This data is from Forward reaction prediction with 1.9M reactions from USPTO patents (1976-2016). (1) Given the reactants [NH2:1][C:2]1[C:17]2[CH2:16][CH:15]=[CH:14][CH2:13][CH2:12][C:11]3[CH:18]=[C:19]([CH3:24])[N:20]=[C:21]([O:22][CH3:23])[C:10]=3[CH2:9][NH:8][C:7](=[O:25])[C:6]=2[CH:5]=[CH:4][CH:3]=1.O=[C:27]1[CH2:42][CH2:41][C:30]2([CH2:33][N:32]([C:34]([O:36][C:37]([CH3:40])([CH3:39])[CH3:38])=[O:35])[CH2:31]2)[CH2:29][CH2:28]1.[CH3:43][C:44](O)=O.[BH-](OC(C)=O)(OC(C)=O)OC(C)=O.[Na+].C(=O)C.C([O-])(O)=O.[Na+], predict the reaction product. The product is: [CH2:43]([N:1]([C:2]1[C:17]2[CH2:16][CH:15]=[CH:14][CH2:13][CH2:12][C:11]3[CH:18]=[C:19]([CH3:24])[N:20]=[C:21]([O:22][CH3:23])[C:10]=3[CH2:9][NH:8][C:7](=[O:25])[C:6]=2[CH:5]=[CH:4][CH:3]=1)[CH:27]1[CH2:42][CH2:41][C:30]2([CH2:33][N:32]([C:34]([O:36][C:37]([CH3:40])([CH3:39])[CH3:38])=[O:35])[CH2:31]2)[CH2:29][CH2:28]1)[CH3:44]. (2) The product is: [CH3:1][O:2][C:3]1[CH:8]=[C:7]([O:9][CH3:10])[CH:6]=[CH:5][C:4]=1[C:11]1[N:15]([C:16]2[CH:17]=[CH:18][C:19]([O:22][CH3:23])=[CH:20][CH:21]=2)[N:14]=[C:13]([CH:24]2[CH2:29][CH2:28][N:27]([C:34](=[O:40])[N:51]([OH:52])[CH3:50])[CH2:26][CH2:25]2)[CH:12]=1. Given the reactants [CH3:1][O:2][C:3]1[CH:8]=[C:7]([O:9][CH3:10])[CH:6]=[CH:5][C:4]=1[C:11]1[N:15]([C:16]2[CH:21]=[CH:20][C:19]([O:22][CH3:23])=[CH:18][CH:17]=2)[N:14]=[C:13]([CH:24]2[CH2:29][CH2:28][NH:27][CH2:26][CH2:25]2)[CH:12]=1.ClC(Cl)(O[C:34](=[O:40])OC(Cl)(Cl)Cl)Cl.C(N(CC)CC)C.Cl.[CH3:50][NH:51][OH:52], predict the reaction product. (3) Given the reactants [CH:1]([C:4]1[S:5][C:6]([C:9]([O:11]CC)=[O:10])=[CH:7][N:8]=1)([CH3:3])[CH3:2].[OH-].[Li+], predict the reaction product. The product is: [CH:1]([C:4]1[S:5][C:6]([C:9]([OH:11])=[O:10])=[CH:7][N:8]=1)([CH3:3])[CH3:2].